From a dataset of Forward reaction prediction with 1.9M reactions from USPTO patents (1976-2016). Predict the product of the given reaction. (1) Given the reactants [O:1]1[C:6]2[CH:7]=[CH:8][C:9]([CH2:11][NH:12][CH:13]3[CH2:18][CH2:17][N:16]([CH2:19][CH2:20][N:21]4[C:30]5[C:25](=[CH:26][CH:27]=[CH:28][CH:29]=5)[N:24]=[CH:23][C:22]4=[O:31])[CH2:15][CH2:14]3)=[CH:10][C:5]=2[O:4][CH2:3][CH2:2]1.[ClH:32].C(OCC)(=O)C, predict the reaction product. The product is: [ClH:32].[O:1]1[C:6]2[CH:7]=[CH:8][C:9]([CH2:11][NH:12][CH:13]3[CH2:18][CH2:17][N:16]([CH2:19][CH2:20][N:21]4[C:30]5[C:25](=[CH:26][CH:27]=[CH:28][CH:29]=5)[N:24]=[CH:23][C:22]4=[O:31])[CH2:15][CH2:14]3)=[CH:10][C:5]=2[O:4][CH2:3][CH2:2]1. (2) Given the reactants Br[C:2]1[N:3]=[N:4][CH:5]=[CH:6][CH:7]=1.CCCC[Sn](CCCC)CCCC.CCCC[Sn](CCCC)CCCC.[Cl:34][C:35]1[CH:40]=[C:39](Cl)[N:38]=[CH:37][N:36]=1, predict the reaction product. The product is: [Cl:34][C:35]1[N:36]=[CH:37][N:38]=[C:39]([C:2]2[N:3]=[N:4][CH:5]=[CH:6][CH:7]=2)[CH:40]=1.